This data is from Peptide-MHC class II binding affinity with 134,281 pairs from IEDB. The task is: Regression. Given a peptide amino acid sequence and an MHC pseudo amino acid sequence, predict their binding affinity value. This is MHC class II binding data. The peptide sequence is HPDYAILAARIAVSN. The MHC is HLA-DPA10201-DPB10501 with pseudo-sequence HLA-DPA10201-DPB10501. The binding affinity (normalized) is 0.123.